This data is from Catalyst prediction with 721,799 reactions and 888 catalyst types from USPTO. The task is: Predict which catalyst facilitates the given reaction. (1) Reactant: [F:1][C:2]([F:10])([F:9])[C:3]1([C:6](O)=O)[CH2:5][CH2:4]1.[NH2:11][NH:12][C:13]([NH2:15])=[S:14].P(Cl)(Cl)(Cl)=O. Product: [F:1][C:2]([F:10])([F:9])[C:3]1([C:6]2[S:14][C:13]([NH2:15])=[N:12][N:11]=2)[CH2:5][CH2:4]1. The catalyst class is: 155. (2) Reactant: [Br:1][C:2]1[CH:7]=[C:6]([NH2:8])[CH:5]=[CH:4][N:3]=1.[H-].[Na+].[CH3:11][O:12][C:13](=[O:24])[C:14]1[CH:19]=[CH:18][C:17](F)=[C:16]([N+:21]([O-:23])=[O:22])[CH:15]=1. Product: [CH3:11][O:12][C:13](=[O:24])[C:14]1[CH:19]=[CH:18][C:17]([NH:8][C:6]2[CH:5]=[CH:4][N:3]=[C:2]([Br:1])[CH:7]=2)=[C:16]([N+:21]([O-:23])=[O:22])[CH:15]=1. The catalyst class is: 1. (3) Reactant: [CH:1]1([C:6]2[O:10][N:9]=[C:8]([C:11]([O:13][CH2:14][CH3:15])=[O:12])[CH:7]=2)[CH2:5][CH2:4][CH2:3][CH2:2]1.[N+:16]([O-])([OH:18])=[O:17]. Product: [CH:1]1([C:6]2[O:10][N:9]=[C:8]([C:11]([O:13][CH2:14][CH3:15])=[O:12])[C:7]=2[N+:16]([O-:18])=[O:17])[CH2:2][CH2:3][CH2:4][CH2:5]1. The catalyst class is: 65.